Dataset: Peptide-MHC class I binding affinity with 185,985 pairs from IEDB/IMGT. Task: Regression. Given a peptide amino acid sequence and an MHC pseudo amino acid sequence, predict their binding affinity value. This is MHC class I binding data. (1) The peptide sequence is DPNPQEVVL. The MHC is HLA-A02:03 with pseudo-sequence HLA-A02:03. The binding affinity (normalized) is 0.242. (2) The peptide sequence is YQAENSTAE. The MHC is HLA-B58:01 with pseudo-sequence HLA-B58:01. The binding affinity (normalized) is 0.213. (3) The peptide sequence is YTVKYPLL. The MHC is H-2-Kb with pseudo-sequence H-2-Kb. The binding affinity (normalized) is 0.615. (4) The peptide sequence is AYQQGVKTL. The MHC is HLA-B58:01 with pseudo-sequence HLA-B58:01. The binding affinity (normalized) is 0.0847. (5) The peptide sequence is AIPYFYKGK. The MHC is HLA-A03:01 with pseudo-sequence HLA-A03:01. The binding affinity (normalized) is 0.0847. (6) The peptide sequence is LPPVVAKEI. The MHC is HLA-A68:02 with pseudo-sequence HLA-A68:02. The binding affinity (normalized) is 0. (7) The peptide sequence is KPARGGSSI. The MHC is HLA-A03:01 with pseudo-sequence HLA-A03:01. The binding affinity (normalized) is 0.0847.